Dataset: Full USPTO retrosynthesis dataset with 1.9M reactions from patents (1976-2016). Task: Predict the reactants needed to synthesize the given product. Given the product [CH:28]1([C:31]([NH:1][C:2]2[N:3]=[C:4]3[CH:9]=[CH:8][C:7]([O:10][C:11]4[CH:12]=[C:13]([NH:17][C:18]([C:20]5[CH:25]=[CH:24][CH:23]=[C:22]([CH3:26])[N:21]=5)=[O:19])[CH:14]=[CH:15][CH:16]=4)=[CH:6][N:5]3[CH:27]=2)=[O:32])[CH2:30][CH2:29]1, predict the reactants needed to synthesize it. The reactants are: [NH2:1][C:2]1[N:3]=[C:4]2[CH:9]=[CH:8][C:7]([O:10][C:11]3[CH:12]=[C:13]([NH:17][C:18]([C:20]4[CH:25]=[CH:24][CH:23]=[C:22]([CH3:26])[N:21]=4)=[O:19])[CH:14]=[CH:15][CH:16]=3)=[CH:6][N:5]2[CH:27]=1.[CH:28]1([C:31](Cl)=[O:32])[CH2:30][CH2:29]1.